Dataset: Human liver microsome stability data. Task: Regression/Classification. Given a drug SMILES string, predict its absorption, distribution, metabolism, or excretion properties. Task type varies by dataset: regression for continuous measurements (e.g., permeability, clearance, half-life) or binary classification for categorical outcomes (e.g., BBB penetration, CYP inhibition). Dataset: hlm. (1) The drug is NCC#Cc1cnccc1-c1ccccc1. The result is 0 (unstable in human liver microsomes). (2) The molecule is CC(C)(C(=O)NCCOc1ccccc1)S(=O)(=O)c1ccc(C(F)(F)F)cn1. The result is 1 (stable in human liver microsomes).